The task is: Predict the reaction yield, written as a fraction of the theoretical maximum amount of product (1.0 means a 100% yield; for example, 0.34 means a 34% yield).. This data is from Reaction yield outcomes from USPTO patents with 853,638 reactions. The reactants are [Br:1][C:2]1[CH:3]=[C:4]2[C:11]3([C:15](=O)[NH:14][C:13](=[S:17])[NH:12]3)[CH2:10][CH:9]([C:18]3[CH:23]=[CH:22][CH:21]=[CH:20][CH:19]=3)[O:8][C:5]2=[CH:6][CH:7]=1.Br[CH2:25][CH2:26][CH:27]1[CH2:29][CH2:28]1.[C:30]([O-:33])([O-])=O.[K+].[K+]. The catalyst is CC#N. The product is [Br:1][C:2]1[CH:3]=[C:4]2[C:11]3([C:30](=[O:33])[N:14]([CH2:15][CH2:26][CH:27]4[CH2:29][CH2:28]4)[C:13]([S:17][CH2:25][CH2:26][CH:27]4[CH2:29][CH2:28]4)=[N:12]3)[CH2:10][CH:9]([C:18]3[CH:23]=[CH:22][CH:21]=[CH:20][CH:19]=3)[O:8][C:5]2=[CH:6][CH:7]=1. The yield is 0.110.